Regression. Given two drug SMILES strings and cell line genomic features, predict the synergy score measuring deviation from expected non-interaction effect. From a dataset of NCI-60 drug combinations with 297,098 pairs across 59 cell lines. Drug 1: CC1CCC2CC(C(=CC=CC=CC(CC(C(=O)C(C(C(=CC(C(=O)CC(OC(=O)C3CCCCN3C(=O)C(=O)C1(O2)O)C(C)CC4CCC(C(C4)OC)O)C)C)O)OC)C)C)C)OC. Drug 2: C1CN(CCN1C(=O)CCBr)C(=O)CCBr. Cell line: T-47D. Synergy scores: CSS=26.7, Synergy_ZIP=-3.98, Synergy_Bliss=-1.99, Synergy_Loewe=-13.0, Synergy_HSA=-0.163.